This data is from Reaction yield outcomes from USPTO patents with 853,638 reactions. The task is: Predict the reaction yield, written as a fraction of the theoretical maximum amount of product (1.0 means a 100% yield; for example, 0.34 means a 34% yield). (1) The reactants are [Br:1][C:2]1[CH:7]=[CH:6][C:5]([OH:8])=[CH:4][CH:3]=1.[Br:9][CH2:10][CH2:11][CH2:12]Br.C(=O)([O-])[O-].[K+].[K+].O. The catalyst is CN(C=O)C.C1COCC1. The product is [Br:1][C:2]1[CH:7]=[CH:6][C:5]([O:8][CH2:12][CH2:11][CH2:10][Br:9])=[CH:4][CH:3]=1. The yield is 0.370. (2) The reactants are [CH3:1][O:2][C:3](=[O:21])[C:4]1[CH:9]=[C:8]([N+:10]([O-])=O)[CH:7]=[C:6]([N:13]2[CH:18]=[CH:17][C:16]([CH3:19])=[CH:15][C:14]2=[O:20])[CH:5]=1.Cl[Sn]Cl. The catalyst is CO. The product is [CH3:1][O:2][C:3](=[O:21])[C:4]1[CH:5]=[C:6]([N:13]2[CH:18]=[CH:17][C:16]([CH3:19])=[CH:15][C:14]2=[O:20])[CH:7]=[C:8]([NH2:10])[CH:9]=1. The yield is 1.00. (3) The reactants are C[N:2](C)[CH:3]=[CH:4][C:5]([C:7]1[C:12](=[O:13])[CH:11]=[CH:10][N:9]([C:14]2[CH:19]=[CH:18][C:17]([CH3:20])=[CH:16][CH:15]=2)[N:8]=1)=O.[C:22]1([NH:28]N)[CH:27]=[CH:26][CH:25]=[CH:24][CH:23]=1. The catalyst is CO. The product is [CH3:20][C:17]1[CH:18]=[CH:19][C:14]([N:9]2[CH:10]=[CH:11][C:12](=[O:13])[C:7]([C:5]3[N:28]([C:22]4[CH:27]=[CH:26][CH:25]=[CH:24][CH:23]=4)[N:2]=[CH:3][CH:4]=3)=[N:8]2)=[CH:15][CH:16]=1. The yield is 0.0700.